Dataset: Full USPTO retrosynthesis dataset with 1.9M reactions from patents (1976-2016). Task: Predict the reactants needed to synthesize the given product. (1) Given the product [CH3:37][N:34]1[CH2:33][CH2:32][N:31]([C:27]2[N:26]3[CH:38]=[C:23]([CH2:22][N:11]([C@@H:12]4[C:21]5[N:20]=[CH:19][CH:18]=[CH:17][C:16]=5[CH2:15][CH2:14][CH2:13]4)[CH2:9][CH2:41][CH2:42][OH:43])[N:24]=[C:25]3[CH:30]=[CH:29][CH:28]=2)[CH2:36][CH2:35]1, predict the reactants needed to synthesize it. The reactants are: COC1C=CC([C@@H:9]([N:11]([CH2:22][C:23]2[N:24]=[C:25]3[CH:30]=[CH:29][CH:28]=[C:27]([N:31]4[CH2:36][CH2:35][N:34]([CH3:37])[CH2:33][CH2:32]4)[N:26]3[CH:38]=2)[C@@H:12]2[C:21]3[N:20]=[CH:19][CH:18]=[CH:17][C:16]=3[CH2:15][CH2:14][CH2:13]2)C)=CC=1.BrC[CH2:41][CH2:42][O:43][Si](C(C)(C)C)(C)C. (2) Given the product [F:34][C:2]([F:1])([F:33])[CH:3]([NH:14][C:15]([C:17]1[O:18][C:19]2[CH:25]=[C:24]([C:26]([OH:28])=[O:27])[CH:23]=[CH:22][C:20]=2[CH:21]=1)=[O:16])[C:4]1[CH:9]=[CH:8][CH:7]=[C:6]([C:10]([F:11])([F:12])[F:13])[CH:5]=1, predict the reactants needed to synthesize it. The reactants are: [F:1][C:2]([F:34])([F:33])[CH:3]([NH:14][C:15]([C:17]1[O:18][C:19]2[CH:25]=[C:24]([C:26]([O:28]C(C)(C)C)=[O:27])[CH:23]=[CH:22][C:20]=2[CH:21]=1)=[O:16])[C:4]1[CH:9]=[CH:8][CH:7]=[C:6]([C:10]([F:13])([F:12])[F:11])[CH:5]=1.FC(F)(F)C(O)=O. (3) Given the product [CH2:21]([N:9]1[C:4]2[CH:3]=[CH:2][CH:1]=[CH:6][C:5]=2[N:7]=[C:8]1[C:10]1[N:14]=[CH:13][S:12][CH:11]=1)[C:22]1[CH:27]=[CH:26][CH:25]=[CH:24][CH:23]=1, predict the reactants needed to synthesize it. The reactants are: [CH:1]1[CH:2]=[CH:3][C:4]2[N:9]=[C:8]([C:10]3[N:14]=[CH:13][S:12][CH:11]=3)[NH:7][C:5]=2[CH:6]=1.C([O-])([O-])=O.[K+].[K+].[CH2:21](Br)[C:22]1[CH:27]=[CH:26][CH:25]=[CH:24][CH:23]=1. (4) Given the product [C:11]1([C:33]2[CH:38]=[CH:37][CH:36]=[CH:35][CH:34]=2)[CH:12]=[CH:13][C:14]([CH2:17][C@H:18]2[N:22](/[CH:23]=[CH:39]/[C:40]3[CH:45]=[CH:44][CH:43]=[CH:42][CH:41]=3)[C:50](=[O:53])[C:20](=[CH2:21])[CH2:19]2)=[CH:15][CH:16]=1, predict the reactants needed to synthesize it. The reactants are: [Li+].C[Si]([N-][Si](C)(C)C)(C)C.[C:11]1([C:33]2[CH:38]=[CH:37][CH:36]=[CH:35][CH:34]=2)[CH:16]=[CH:15][C:14]([CH2:17][C@H:18]2[N:22]([CH2:23]C3C=CC(OC)=CC=3)[C:21](=O)[CH2:20][CH2:19]2)=[CH:13][CH:12]=1.[C:39](Cl)(=O)[C:40]1[CH:45]=[CH:44][CH:43]=[CH:42][CH:41]=1.C=O.[C:50]([O-:53])([O-])=O.[K+].[K+].